This data is from Forward reaction prediction with 1.9M reactions from USPTO patents (1976-2016). The task is: Predict the product of the given reaction. (1) Given the reactants [N+:1]([C:4]1[CH:18]=[CH:17][CH:16]=[CH:15][C:5]=1[O:6][C:7]1[C:12]([Cl:13])=[CH:11][N:10]=[C:9]([Cl:14])[N:8]=1)([O-])=O.C(O)C.C(O)(=O)C, predict the reaction product. The product is: [Cl:14][C:9]1[N:8]=[C:7]([O:6][C:5]2[CH:15]=[CH:16][CH:17]=[CH:18][C:4]=2[NH2:1])[C:12]([Cl:13])=[CH:11][N:10]=1. (2) Given the reactants [F:1][C:2]1[CH:7]=[CH:6][C:5]([C:8]2[C:16]3[C:11](=[CH:12][CH:13]=C(C#N)[CH:15]=3)[NH:10][N:9]=2)=[CH:4][CH:3]=1.[C:19]([OH:22])(=[O:21])[CH3:20].Cl, predict the reaction product. The product is: [F:1][C:2]1[CH:3]=[CH:4][C:5]([C:8]2[C:16]3[C:11](=[CH:12][CH:13]=[C:20]([C:19]([OH:22])=[O:21])[CH:15]=3)[NH:10][N:9]=2)=[CH:6][CH:7]=1. (3) Given the reactants Cl.O.[C:3]([O:11][C:12]1[CH:17]=[C:16]([CH:18]([CH3:20])[CH3:19])[CH:15]=[CH:14][C:13]=1[C:21]1([NH:35][C:36](=[O:43])[CH2:37][CH2:38][CH2:39][CH2:40][CH2:41][CH3:42])[C:29](=[O:30])[C:28]2[C:23](=[CH:24][CH:25]=[CH:26][C:27]=2[N+:31]([O-])=O)[C:22]1=[O:34])(=[O:10])[CH2:4][CH2:5][CH2:6][CH2:7][CH2:8][CH3:9], predict the reaction product. The product is: [C:3]([O:11][C:12]1[CH:17]=[C:16]([CH:18]([CH3:19])[CH3:20])[CH:15]=[CH:14][C:13]=1[C:21]1([NH:35][C:36](=[O:43])[CH2:37][CH2:38][CH2:39][CH2:40][CH2:41][CH3:42])[C:29](=[O:30])[C:28]2[C:23](=[CH:24][CH:25]=[CH:26][C:27]=2[NH2:31])[C:22]1=[O:34])(=[O:10])[CH2:4][CH2:5][CH2:6][CH2:7][CH2:8][CH3:9]. (4) Given the reactants Cl[C:2]1[N:3]=[C:4]([OH:12])[C:5]2[CH:11]=[CH:10][N:9]=[CH:8][C:6]=2[N:7]=1.[Cl:13][C:14]1[CH:15]=[C:16]([CH2:21][CH2:22][OH:23])[CH:17]=[CH:18][C:19]=1[Cl:20], predict the reaction product. The product is: [Cl:13][C:14]1[CH:15]=[C:16]([CH2:21][CH2:22][O:23][C:2]2[N:3]=[C:4]([OH:12])[C:5]3[CH:11]=[CH:10][N:9]=[CH:8][C:6]=3[N:7]=2)[CH:17]=[CH:18][C:19]=1[Cl:20]. (5) Given the reactants O.[BrH:2].[Cl:3][C:4]1[CH:9]=[CH:8][CH:7]=[CH:6][C:5]=1[C@H:10]([N:15]1[CH2:20][CH2:19][C:18]2[S:21][CH:22]=[CH:23][C:17]=2[CH2:16]1)[C:11]([O:13][CH3:14])=[O:12].C(OC(=O)C)(C)C, predict the reaction product. The product is: [BrH:2].[Cl:3][C:4]1[CH:9]=[CH:8][CH:7]=[CH:6][C:5]=1[C@H:10]([N:15]1[CH2:20][CH2:19][C:18]2[S:21][CH:22]=[CH:23][C:17]=2[CH2:16]1)[C:11]([O:13][CH3:14])=[O:12]. (6) Given the reactants C(OC([NH:11][C@H:12]([C:42]([O:44][C:45]([CH3:48])([CH3:47])[CH3:46])=[O:43])[CH2:13][C:14]1[CH:15]=[N:16][C:17]([O:20][CH2:21][CH2:22][C:23]2[CH:32]=[CH:31][C:30]3[CH2:29][CH2:28][CH2:27][N:26]([CH2:33][C:34]4[CH:39]=[CH:38][C:37]([O:40][CH3:41])=[CH:36][CH:35]=4)[C:25]=3[N:24]=2)=[CH:18][CH:19]=1)=O)C1C=CC=CC=1, predict the reaction product. The product is: [CH3:41][O:40][C:37]1[CH:36]=[CH:35][C:34]([CH2:33][N:26]2[C:25]3[N:24]=[C:23]([CH2:22][CH2:21][O:20][C:17]4[N:16]=[CH:15][C:14]([CH2:13][C@@H:12]([C:42]([O:44][C:45]([CH3:46])([CH3:47])[CH3:48])=[O:43])[NH2:11])=[CH:19][CH:18]=4)[CH:32]=[CH:31][C:30]=3[CH2:29][CH2:28][CH2:27]2)=[CH:39][CH:38]=1.